This data is from Forward reaction prediction with 1.9M reactions from USPTO patents (1976-2016). The task is: Predict the product of the given reaction. (1) Given the reactants [N:1]1([C:7]2[CH:8]=[CH:9][C:10]3[N:11]([C:13]([C:16]([F:19])([F:18])[F:17])=[N:14][N:15]=3)[N:12]=2)[CH2:6][CH2:5][NH:4][CH2:3][CH2:2]1.[CH3:20][S:21][C:22]1[CH:29]=[CH:28][C:25]([CH:26]=O)=[CH:24][CH:23]=1, predict the reaction product. The product is: [CH3:20][S:21][C:22]1[CH:29]=[CH:28][C:25]([CH2:26][N:4]2[CH2:3][CH2:2][N:1]([C:7]3[CH:8]=[CH:9][C:10]4[N:11]([C:13]([C:16]([F:17])([F:18])[F:19])=[N:14][N:15]=4)[N:12]=3)[CH2:6][CH2:5]2)=[CH:24][CH:23]=1. (2) Given the reactants [C:1]([O:5][C:6]([N:8]([CH3:21])[CH:9]([CH3:20])[C:10]([NH:12][CH:13]([CH:17]([CH3:19])[CH3:18])[C:14]([OH:16])=O)=[O:11])=[O:7])([CH3:4])([CH3:3])[CH3:2].[CH2:22]([O:29][CH2:30][CH:31]([NH:45][CH3:46])[C:32]([NH:34][CH:35]1[C:44]2[C:39](=[CH:40][CH:41]=[CH:42][CH:43]=2)[CH2:38][CH2:37][CH2:36]1)=[O:33])[C:23]1[CH:28]=[CH:27][CH:26]=[CH:25][CH:24]=1.Cl.C(N=C=NCCCN(C)C)C.O.ON1C2C=CC=CC=2N=N1.CN1CCOCC1, predict the reaction product. The product is: [C:1]([O:5][C:6](=[O:7])[N:8]([CH:9]([C:10](=[O:11])[NH:12][CH:13]([C:14](=[O:16])[N:45]([CH:31]([C:32](=[O:33])[NH:34][CH:35]1[C:44]2[C:39](=[CH:40][CH:41]=[CH:42][CH:43]=2)[CH2:38][CH2:37][CH2:36]1)[CH2:30][O:29][CH2:22][C:23]1[CH:28]=[CH:27][CH:26]=[CH:25][CH:24]=1)[CH3:46])[CH:17]([CH3:19])[CH3:18])[CH3:20])[CH3:21])([CH3:2])([CH3:3])[CH3:4]. (3) Given the reactants [CH3:1][O:2][C:3]([C:5]1[S:6][C:7]([C:11]#[C:12][C:13]([CH3:16])([CH3:15])[CH3:14])=[CH:8][C:9]=1Br)=[O:4].[NH2:17][C@H:18]1[CH2:22][CH2:21][N:20]([C@H:23]2[CH2:27][CH2:26][O:25][CH2:24]2)[C:19]1=[O:28].C([O-])([O-])=O.[Cs+].[Cs+], predict the reaction product. The product is: [CH3:14][C:13]([CH3:16])([CH3:15])[C:12]#[C:11][C:7]1[S:6][C:5]([C:3]([O:2][CH3:1])=[O:4])=[C:9]([NH:17][C@H:18]2[CH2:22][CH2:21][N:20]([C@H:23]3[CH2:27][CH2:26][O:25][CH2:24]3)[C:19]2=[O:28])[CH:8]=1. (4) The product is: [CH2:1]([O:8][C:9]1[CH:14]=[CH:13][C:12]([C:27]#[N:28])=[CH:11][C:10]=1[C:16]([CH3:19])([CH3:18])[CH3:17])[C:2]1[CH:7]=[CH:6][CH:5]=[CH:4][CH:3]=1. Given the reactants [CH2:1]([O:8][C:9]1[CH:14]=[CH:13][C:12](Br)=[CH:11][C:10]=1[C:16]([CH3:19])([CH3:18])[CH3:17])[C:2]1[CH:7]=[CH:6][CH:5]=[CH:4][CH:3]=1.O.CCOC(C)=O.[CH3:27][N:28](C=O)C, predict the reaction product. (5) Given the reactants [CH2:1]([C:3]1[O:4][C:5]2[C:15]([N:16]=1)=[CH:14][C:8]1[CH2:9][CH2:10][NH:11][CH2:12][CH2:13][C:7]=1[CH:6]=2)[CH3:2].[Cl:17][CH2:18][CH2:19][CH2:20][S:21][C:22]1[N:23]([CH3:33])[C:24]([C:27]2[CH:28]=[N:29][CH:30]=[CH:31][CH:32]=2)=[N:25][N:26]=1, predict the reaction product. The product is: [ClH:17].[CH2:1]([C:3]1[O:4][C:5]2[C:15]([N:16]=1)=[CH:14][C:8]1[CH2:9][CH2:10][N:11]([CH2:18][CH2:19][CH2:20][S:21][C:22]3[N:23]([CH3:33])[C:24]([C:27]4[CH:28]=[N:29][CH:30]=[CH:31][CH:32]=4)=[N:25][N:26]=3)[CH2:12][CH2:13][C:7]=1[CH:6]=2)[CH3:2]. (6) Given the reactants [S:1]1[C:5]2[CH:6]=[CH:7][CH:8]=[CH:9][C:4]=2[N:3]=[C:2]1[C:10]1[CH:19]=[CH:18][C:17]2[C:12](=[C:13](Br)[CH:14]=[CH:15][CH:16]=2)[N:11]=1.[CH3:21][C:22]1[CH:28]=[CH:27][CH:26]=[C:25]([CH3:29])[C:23]=1[NH2:24].CC(C)([O-])C.[Na+].C1(P(C2CCCCC2)C2C=CC=CC=2C2C=CC=CC=2N(C)C)CCCCC1, predict the reaction product. The product is: [S:1]1[C:5]2[CH:6]=[CH:7][CH:8]=[CH:9][C:4]=2[N:3]=[C:2]1[C:10]1[CH:19]=[CH:18][C:17]2[C:12](=[C:13]([NH:24][C:23]3[C:25]([CH3:29])=[CH:26][CH:27]=[CH:28][C:22]=3[CH3:21])[CH:14]=[CH:15][CH:16]=2)[N:11]=1. (7) Given the reactants Cl.[N:2]1[C:11]2[C:6](=[CH:7][CH:8]=[CH:9][CH:10]=2)[C:5]([CH2:12][NH:13][C:14]2[CH:18]=[CH:17][S:16][C:15]=2[C:19]([OH:21])=O)=[CH:4][CH:3]=1.[NH2:22][C:23]1[CH:24]=[C:25]2[C:31]3([CH2:36][CH2:35][N:34]([CH3:37])[CH2:33][CH2:32]3)[C:30](=[O:38])[NH:29][C:26]2=[CH:27][CH:28]=1.C(Cl)CCl.C1C=NC2N(O)N=NC=2C=1.CCN(C(C)C)C(C)C, predict the reaction product. The product is: [CH3:37][N:34]1[CH2:33][CH2:32][C:31]2([C:25]3[C:26](=[CH:27][CH:28]=[C:23]([NH:22][C:19]([C:15]4[S:16][CH:17]=[CH:18][C:14]=4[NH:13][CH2:12][C:5]4[C:6]5[C:11](=[CH:10][CH:9]=[CH:8][CH:7]=5)[N:2]=[CH:3][CH:4]=4)=[O:21])[CH:24]=3)[NH:29][C:30]2=[O:38])[CH2:36][CH2:35]1. (8) Given the reactants [C:1]([N:4]1[C:13]2[C:8](=[CH:9][C:10]([C:14]#[C:15][Si](C(C)C)(C(C)C)C(C)C)=[CH:11][CH:12]=2)[C@H:7]([NH:26][C:27]2[CH:32]=[CH:31][C:30]([CH3:33])=[CH:29][N:28]=2)[CH2:6][C@@H:5]1[CH3:34])(=[O:3])[CH3:2].CCCC[N+](CCCC)(CCCC)CCCC.[F-], predict the reaction product. The product is: [C:1]([N:4]1[C:13]2[C:8](=[CH:9][C:10]([C:14]#[CH:15])=[CH:11][CH:12]=2)[C@H:7]([NH:26][C:27]2[CH:32]=[CH:31][C:30]([CH3:33])=[CH:29][N:28]=2)[CH2:6][C@@H:5]1[CH3:34])(=[O:3])[CH3:2]. (9) Given the reactants [CH3:1][C:2]1[C:3]([CH2:11][S:12][C:13]2[NH:14][C:15]3[CH:21]=[CH:20][CH:19]=[CH:18][C:16]=3[N:17]=2)=[N:4][CH:5]=[CH:6][C:7]=1[N+:8]([O-:10])=[O:9].C([C@@](C([O-])=O)(O)[C@@](CC)(O)C([O-])=[O:27])C.C(N(C(C)C)CC)(C)C.[O-]O.C1(C(C)C)C=CC=CC=1.S([O-])([O-])(=O)=S.[Na+].[Na+].[OH-].[Na+].C(OC(C)C)(=O)C.S(=O)(O)[O-].[Na+], predict the reaction product. The product is: [CH3:1][C:2]1[C:3]([CH2:11][S@:12]([C:13]2[NH:17][C:16]3[CH:18]=[CH:19][CH:20]=[CH:21][C:15]=3[N:14]=2)=[O:27])=[N:4][CH:5]=[CH:6][C:7]=1[N+:8]([O-:10])=[O:9]. (10) Given the reactants CCN=C=N[CH2:6][CH2:7][CH2:8][N:9](C)C.C1C=CC2N([OH:21])N=NC=2C=1.[C:22]([NH:29][C@H:30]([C:38]([OH:40])=O)[CH2:31][C:32]1[CH:37]=[CH:36][CH:35]=[CH:34][CH:33]=1)([O:24][C:25]([CH3:28])([CH3:27])[CH3:26])=[O:23].N[C:42]12[C:60]3[C:55](=[CH:56][CH:57]=[CH:58][CH:59]=3)[C:54](=[O:61])C1(O)C1[C:49]([O:50]2)=[CH:48][C:47]([CH:51]([CH3:53])[CH3:52])=[CH:46]C=1, predict the reaction product. The product is: [OH:21][C:42]12[C:60]3[C:55](=[CH:56][CH:57]=[CH:58][CH:59]=3)[C:54](=[O:61])[C:8]1([NH:9][C:38](=[O:40])[C@H:30]([NH:29][C:22](=[O:23])[O:24][C:25]([CH3:26])([CH3:27])[CH3:28])[CH2:31][C:32]1[CH:33]=[CH:34][CH:35]=[CH:36][CH:37]=1)[C:7]1[CH:6]=[CH:46][C:47]([CH:51]([CH3:53])[CH3:52])=[CH:48][C:49]=1[O:50]2.